Task: Predict the product of the given reaction.. Dataset: Forward reaction prediction with 1.9M reactions from USPTO patents (1976-2016) (1) Given the reactants C([C:3]1[C:4]([C:14]2[CH:19]=[CH:18][C:17]([C:20]([F:23])([F:22])[F:21])=[CH:16][CH:15]=2)=[N:5][N:6]([CH2:10][CH:11]2[CH2:13][CH2:12]2)[C:7]=1[CH2:8]Cl)C.C([O:31][C:32]1[CH:37]=[CH:36][C:35]([C:38](=[O:45])[CH2:39]C(OCC)=O)=[CH:34][C:33]=1[CH3:46])C1C=CC=CC=1, predict the reaction product. The product is: [CH:11]1([CH2:10][N:6]2[C:7]([CH2:8][CH2:39][C:38]([C:35]3[CH:36]=[CH:37][C:32]([OH:31])=[C:33]([CH3:46])[CH:34]=3)=[O:45])=[CH:3][C:4]([C:14]3[CH:19]=[CH:18][C:17]([C:20]([F:23])([F:22])[F:21])=[CH:16][CH:15]=3)=[N:5]2)[CH2:13][CH2:12]1. (2) The product is: [Br:11][C:6]1[S:5][C:4]([NH:7][C:8](=[O:10])[CH3:9])=[N:3][C:2]=1[CH3:1]. Given the reactants [CH3:1][C:2]1[N:3]=[C:4]([NH:7][C:8](=[O:10])[CH3:9])[S:5][CH:6]=1.[Br:11]Br.O, predict the reaction product. (3) Given the reactants [Br:1][C:2]1[C:11]2[C:6](=[CH:7][CH:8]=[C:9]([O:12][CH3:13])[CH:10]=2)[C:5](=O)[NH:4][CH:3]=1.O=P(Cl)(Cl)[Cl:17], predict the reaction product. The product is: [Br:1][C:2]1[C:11]2[C:6](=[CH:7][CH:8]=[C:9]([O:12][CH3:13])[CH:10]=2)[C:5]([Cl:17])=[N:4][CH:3]=1. (4) Given the reactants [NH:1]1[C:51](=[O:52])[C@H:50]2[CH2:53][CH2:54][CH2:55][CH2:56][N:49]2[C:47](=[O:48])[C@@H:39]([CH2:40][C:41]2[CH:46]=[CH:45][CH:44]=[CH:43][CH:42]=2)[NH:38][C:36](=[O:37])[C@H:31]([CH2:32][C:33](=[O:35])[OH:34])[NH:30][C:28](=[O:29])[CH2:27][NH:26][C:24](=[O:25])[C@@H:2]1[CH2:3][CH2:4][CH2:5][NH:6][C:7](=[NH:23])[NH:8]S(C1C(C)=C(C)C(OC)=CC=1C)(=O)=O, predict the reaction product. The product is: [NH:1]1[C:51](=[O:52])[C@H:50]2[CH2:53][CH2:54][CH2:55][CH2:56][N:49]2[C:47](=[O:48])[C@@H:39]([CH2:40][C:41]2[CH:46]=[CH:45][CH:44]=[CH:43][CH:42]=2)[NH:38][C:36](=[O:37])[C@H:31]([CH2:32][C:33](=[O:34])[OH:35])[NH:30][C:28](=[O:29])[CH2:27][NH:26][C:24](=[O:25])[C@@H:2]1[CH2:3][CH2:4][CH2:5][NH:6][C:7](=[NH:8])[NH2:23]. (5) Given the reactants [N+:1]([C:4]1[CH:12]=[CH:11][CH:10]=[C:6]([C:7]([OH:9])=[O:8])[C:5]=1[C:13]([OH:15])=[O:14])([O-:3])=[O:2].[CH:16](OC)(OC)OC.S(=O)(=O)(O)O, predict the reaction product. The product is: [C:13]([C:5]1[C:4]([N+:1]([O-:3])=[O:2])=[CH:12][CH:11]=[CH:10][C:6]=1[C:7]([O:9][CH3:16])=[O:8])([OH:15])=[O:14].